Dataset: Catalyst prediction with 721,799 reactions and 888 catalyst types from USPTO. Task: Predict which catalyst facilitates the given reaction. Reactant: [F:1][C:2]1[CH:7]=[CH:6][C:5]([F:8])=[CH:4][C:3]=1[S:9]([N:12]([C:16]1[CH:21]=[CH:20][CH:19]=[C:18]([C:22]2[C:26](B3OC(C)(C)C(C)(C)O3)=[CH:25][N:24]([CH:36]([CH3:38])[CH3:37])[N:23]=2)[C:17]=1[F:39])[CH2:13][O:14][CH3:15])(=[O:11])=[O:10].Cl[C:41]1[CH:46]=[CH:45][N:44]=[C:43]([NH2:47])[N:42]=1.C(=O)([O-])[O-].[Cs+].[Cs+].C(Cl)Cl. Product: [NH2:47][C:43]1[N:42]=[C:41]([C:26]2[C:22]([C:18]3[C:17]([F:39])=[C:16]([N:12]([CH2:13][O:14][CH3:15])[S:9]([C:3]4[CH:4]=[C:5]([F:8])[CH:6]=[CH:7][C:2]=4[F:1])(=[O:10])=[O:11])[CH:21]=[CH:20][CH:19]=3)=[N:23][N:24]([CH:36]([CH3:38])[CH3:37])[CH:25]=2)[CH:46]=[CH:45][N:44]=1. The catalyst class is: 622.